Dataset: Peptide-MHC class I binding affinity with 185,985 pairs from IEDB/IMGT. Task: Regression. Given a peptide amino acid sequence and an MHC pseudo amino acid sequence, predict their binding affinity value. This is MHC class I binding data. (1) The peptide sequence is ASDRISGIL. The binding affinity (normalized) is 0.0847. The MHC is HLA-A69:01 with pseudo-sequence HLA-A69:01. (2) The peptide sequence is IPLQASLPF. The MHC is HLA-B51:01 with pseudo-sequence HLA-B51:01. The binding affinity (normalized) is 0.472. (3) The peptide sequence is YTENTSSYY. The MHC is HLA-B46:01 with pseudo-sequence HLA-B46:01. The binding affinity (normalized) is 0.0847. (4) The MHC is HLA-A11:01 with pseudo-sequence HLA-A11:01. The peptide sequence is ITMVNSLTY. The binding affinity (normalized) is 0.770.